From a dataset of Reaction yield outcomes from USPTO patents with 853,638 reactions. Predict the reaction yield, written as a fraction of the theoretical maximum amount of product (1.0 means a 100% yield; for example, 0.34 means a 34% yield). (1) The reactants are [Br:1][C:2]1[CH:18]=[CH:17][C:5]([O:6][C:7]2[CH:14]=[CH:13][C:10]([C:11]#[N:12])=[CH:9][C:8]=2[CH:15]=[O:16])=[CH:4][C:3]=1[CH2:19][OH:20].[O:21]1[CH:26]=[CH:25][CH2:24][CH2:23][CH2:22]1.C(=O)([O-])[O-].[Na+].[Na+].O.C(Cl)(Cl)Cl. The catalyst is ClCCl.CC1(C)[C@]2(CS(O)(=O)=O)C(C[C@H]1CC2)=O. The product is [Br:1][C:2]1[CH:18]=[CH:17][C:5]([O:6][C:7]2[CH:14]=[CH:13][C:10]([C:11]#[N:12])=[CH:9][C:8]=2[CH:15]=[O:16])=[CH:4][C:3]=1[CH2:19][O:20][CH:22]1[CH2:23][CH2:24][CH2:25][CH2:26][O:21]1. The yield is 0.880. (2) The reactants are [Cl:1][C:2]1[CH:7]=[C:6]([N:8]([C:13]2[C:32]([CH:33]3[CH2:35][CH2:34]3)=[CH:31][C:16]3[C:17]([C:27](=[O:30])[NH:28][CH3:29])=[C:18]([C:20]4[CH:25]=[CH:24][C:23]([F:26])=[CH:22][CH:21]=4)[O:19][C:15]=3[CH:14]=2)[S:9]([CH3:12])(=[O:11])=[O:10])[CH:5]=[CH:4][C:3]=1[B:36]([OH:38])[OH:37].[OH:39][CH2:40][C:41]([CH2:45]O)([CH2:43]O)[CH3:42].CC(C)([O-])C.[K+:52].C1COCC1. The catalyst is C1COCC1. The product is [K+:52].[Cl:1][C:2]1[CH:7]=[C:6]([N:8]([C:13]2[C:32]([CH:33]3[CH2:35][CH2:34]3)=[CH:31][C:16]3[C:17]([C:27](=[O:30])[NH:28][CH3:29])=[C:18]([C:20]4[CH:21]=[CH:22][C:23]([F:26])=[CH:24][CH:25]=4)[O:19][C:15]=3[CH:14]=2)[S:9]([CH3:12])(=[O:11])=[O:10])[CH:5]=[CH:4][C:3]=1[B-:36]12[O:39][CH2:40][C:41]([CH3:45])([CH2:43][O:37]1)[CH2:42][O:38]2. The yield is 1.00. (3) The reactants are [CH:1]1([C:6]2[CH:31]=[CH:30][C:9]([CH2:10][O:11][C:12]3[CH:20]=[CH:19][C:18]4[NH:17][C:16]5[CH:21]([CH2:24][C:25]([O:27]CC)=[O:26])[CH2:22][CH2:23][C:15]=5[C:14]=4[CH:13]=3)=[CH:8][C:7]=2[C:32]([F:35])([F:34])[F:33])[CH2:5][CH2:4][CH2:3][CH2:2]1.O[Li].O.Cl. The catalyst is O1CCOCC1. The product is [CH:1]1([C:6]2[CH:31]=[CH:30][C:9]([CH2:10][O:11][C:12]3[CH:20]=[CH:19][C:18]4[NH:17][C:16]5[CH:21]([CH2:24][C:25]([OH:27])=[O:26])[CH2:22][CH2:23][C:15]=5[C:14]=4[CH:13]=3)=[CH:8][C:7]=2[C:32]([F:35])([F:33])[F:34])[CH2:5][CH2:4][CH2:3][CH2:2]1. The yield is 0.510. (4) The reactants are [CH3:1][C:2]([CH3:39])([CH3:38])[C@@H:3]([NH:11][C:12]([C:14]1[C:22]2[C:17](=[N:18][CH:19]=[C:20]([C:23]3[CH:24]=[N:25][N:26]([CH2:28][CH3:29])[CH:27]=3)[N:21]=2)[N:16](COCC[Si](C)(C)C)[CH:15]=1)=[O:13])[C:4]([N:6]1[CH2:10][CH2:9][CH2:8][CH2:7]1)=[O:5].C(O)(C(F)(F)F)=O. The catalyst is C(Cl)Cl. The product is [CH3:1][C:2]([CH3:38])([CH3:39])[C@@H:3]([NH:11][C:12]([C:14]1[C:22]2[C:17](=[N:18][CH:19]=[C:20]([C:23]3[CH:24]=[N:25][N:26]([CH2:28][CH3:29])[CH:27]=3)[N:21]=2)[NH:16][CH:15]=1)=[O:13])[C:4]([N:6]1[CH2:10][CH2:9][CH2:8][CH2:7]1)=[O:5]. The yield is 0.890. (5) The reactants are N1C=CN=C1.C1C=CC(P(C2C=CC=CC=2)C2C=CC=CC=2)=CC=1.[O:25]1[C:29]2([CH2:34][CH2:33][CH:32](O)[CH2:31][CH2:30]2)[O:28][CH2:27][CH2:26]1.[I:36]I. The catalyst is C1COCC1. The product is [I:36][CH:32]1[CH2:33][CH2:34][C:29]2([O:28][CH2:27][CH2:26][O:25]2)[CH2:30][CH2:31]1. The yield is 0.934.